This data is from NCI-60 drug combinations with 297,098 pairs across 59 cell lines. The task is: Regression. Given two drug SMILES strings and cell line genomic features, predict the synergy score measuring deviation from expected non-interaction effect. (1) Drug 1: C1=CC(=C2C(=C1NCCNCCO)C(=O)C3=C(C=CC(=C3C2=O)O)O)NCCNCCO. Drug 2: C(=O)(N)NO. Cell line: A498. Synergy scores: CSS=32.6, Synergy_ZIP=-1.18, Synergy_Bliss=-0.787, Synergy_Loewe=-5.98, Synergy_HSA=0.732. (2) Drug 1: CC1=CC2C(CCC3(C2CCC3(C(=O)C)OC(=O)C)C)C4(C1=CC(=O)CC4)C. Drug 2: CN(CC1=CN=C2C(=N1)C(=NC(=N2)N)N)C3=CC=C(C=C3)C(=O)NC(CCC(=O)O)C(=O)O. Cell line: SNB-75. Synergy scores: CSS=14.5, Synergy_ZIP=-3.33, Synergy_Bliss=-1.18, Synergy_Loewe=-31.2, Synergy_HSA=-3.76. (3) Drug 1: CC1=C(C(=O)C2=C(C1=O)N3CC4C(C3(C2COC(=O)N)OC)N4)N. Drug 2: N.N.Cl[Pt+2]Cl. Cell line: 786-0. Synergy scores: CSS=72.0, Synergy_ZIP=-7.04, Synergy_Bliss=-2.40, Synergy_Loewe=-4.66, Synergy_HSA=0.482. (4) Drug 1: C1=CC(=C2C(=C1NCCNCCO)C(=O)C3=C(C=CC(=C3C2=O)O)O)NCCNCCO. Drug 2: CN(CCCl)CCCl.Cl. Cell line: PC-3. Synergy scores: CSS=26.2, Synergy_ZIP=-2.58, Synergy_Bliss=-2.11, Synergy_Loewe=-2.99, Synergy_HSA=0.627.